Task: Predict the reaction yield, written as a fraction of the theoretical maximum amount of product (1.0 means a 100% yield; for example, 0.34 means a 34% yield).. Dataset: Reaction yield outcomes from USPTO patents with 853,638 reactions (1) The reactants are [Cl:1][C:2]1[CH:6]=[N:5][N:4]([CH:7]([CH3:9])[CH3:8])[C:3]=1[C:10]1[CH:11]=[C:12]([NH2:18])[CH:13]=[CH:14][C:15]=1[O:16][CH3:17].[Cl:19][C:20]1[CH:25]=[C:24]([C:26]([F:29])([F:28])[F:27])[CH:23]=[CH:22][C:21]=1[N:30]=[C:31]=[O:32]. The catalyst is C(Cl)Cl. The product is [Cl:1][C:2]1[CH:6]=[N:5][N:4]([CH:7]([CH3:9])[CH3:8])[C:3]=1[C:10]1[CH:11]=[C:12]([NH:18][C:31]([NH:30][C:21]2[CH:22]=[CH:23][C:24]([C:26]([F:27])([F:29])[F:28])=[CH:25][C:20]=2[Cl:19])=[O:32])[CH:13]=[CH:14][C:15]=1[O:16][CH3:17]. The yield is 0.400. (2) The reactants are [C:1]1([CH:7]([NH:19][S:20]([CH2:23][C:24]([F:27])([F:26])[F:25])(=[O:22])=[O:21])[C:8]([O:10][C@@H:11]2[CH:16]3[CH2:17][CH2:18][N:13]([CH2:14][CH2:15]3)[CH2:12]2)=[O:9])[CH:6]=[CH:5][CH:4]=[CH:3][CH:2]=1.[Br:28][CH2:29][C:30]([C:32]1[CH:37]=[CH:36][CH:35]=[CH:34][CH:33]=1)=[O:31]. The catalyst is CCOC(C)=O. The product is [Br-:28].[O:31]=[C:30]([C:32]1[CH:37]=[CH:36][CH:35]=[CH:34][CH:33]=1)[CH2:29][N+:13]12[CH2:18][CH2:17][CH:16]([CH2:15][CH2:14]1)[C@@H:11]([O:10][C:8](=[O:9])[CH:7]([C:1]1[CH:6]=[CH:5][CH:4]=[CH:3][CH:2]=1)[NH:19][S:20]([CH2:23][C:24]([F:26])([F:27])[F:25])(=[O:22])=[O:21])[CH2:12]2. The yield is 0.0600. (3) The product is [C:36]([O:35][C:33]([NH:32][NH:31][C:29]([CH2:28][C:25]1[CH:24]=[CH:23][C:22]([C:2]#[C:1][C:3]2[N:4]=[C:5]([CH:8]3[CH2:13][CH2:12][N:11]([C:14]([O:16][C:17]([CH3:20])([CH3:19])[CH3:18])=[O:15])[CH2:10][CH2:9]3)[S:6][CH:7]=2)=[CH:27][CH:26]=1)=[O:30])=[O:34])([CH3:39])([CH3:37])[CH3:38]. The yield is 0.180. No catalyst specified. The reactants are [C:1]([C:3]1[N:4]=[C:5]([CH:8]2[CH2:13][CH2:12][N:11]([C:14]([O:16][C:17]([CH3:20])([CH3:19])[CH3:18])=[O:15])[CH2:10][CH2:9]2)[S:6][CH:7]=1)#[CH:2].Br[C:22]1[CH:27]=[CH:26][C:25]([CH2:28][C:29]([NH:31][NH:32][C:33]([O:35][C:36]([CH3:39])([CH3:38])[CH3:37])=[O:34])=[O:30])=[CH:24][CH:23]=1.C#C. (4) The reactants are [CH3:1][C:2]1[C:3]([N:24]2[CH2:29][CH2:28][CH2:27][C@H:26]([NH:30]C(=O)OC(C)(C)C)[CH2:25]2)=[N:4][C:5]([N:8]2[C:16]3[CH:15]=[C:14]([C:17]4[CH:22]=[N:21][CH:20]=[C:19]([CH3:23])[N:18]=4)[N:13]=[CH:12][C:11]=3[CH:10]=[N:9]2)=[CH:6][N:7]=1.O1CCOCC1. The catalyst is Cl. The product is [CH3:1][C:2]1[C:3]([N:24]2[CH2:29][CH2:28][CH2:27][C@H:26]([NH2:30])[CH2:25]2)=[N:4][C:5]([N:8]2[C:16]3[CH:15]=[C:14]([C:17]4[CH:22]=[N:21][CH:20]=[C:19]([CH3:23])[N:18]=4)[N:13]=[CH:12][C:11]=3[CH:10]=[N:9]2)=[CH:6][N:7]=1. The yield is 0.560.